This data is from Full USPTO retrosynthesis dataset with 1.9M reactions from patents (1976-2016). The task is: Predict the reactants needed to synthesize the given product. (1) The reactants are: [Cr](Cl)([O-])(=O)=O.[NH+]1C=CC=CC=1.[C:12]1(=[O:28])[N:16]([CH2:17][CH2:18][CH2:19][CH2:20][CH2:21][OH:22])[C:15](=[O:23])[C:14]2=[CH:24][CH:25]=[CH:26][CH:27]=[C:13]12.C(OCC)C. Given the product [C:15]1(=[O:23])[N:16]([CH2:17][CH2:18][CH2:19][CH2:20][CH:21]=[O:22])[C:12](=[O:28])[C:13]2=[CH:27][CH:26]=[CH:25][CH:24]=[C:14]12, predict the reactants needed to synthesize it. (2) Given the product [F:16][C:17]1[CH:18]=[CH:19][C:20]([N:23]2[C:31]3[CH2:30][CH2:29][CH2:28][N:27]([C:8](=[O:10])[CH:7]([N:6]4[C:2]([CH3:1])=[N:3][C:4]([C:12]([F:15])([F:14])[F:13])=[N:5]4)[CH3:11])[C:26]=3[CH:25]=[N:24]2)=[CH:21][CH:22]=1, predict the reactants needed to synthesize it. The reactants are: [CH3:1][C:2]1[N:6]([CH:7]([CH3:11])[C:8]([OH:10])=O)[N:5]=[C:4]([C:12]([F:15])([F:14])[F:13])[N:3]=1.[F:16][C:17]1[CH:22]=[CH:21][C:20]([N:23]2[C:31]3[CH2:30][CH2:29][CH2:28][NH:27][C:26]=3[CH:25]=[N:24]2)=[CH:19][CH:18]=1.CCN(C(C)C)C(C)C. (3) Given the product [Cl:1][C:2]1[N:10]=[CH:9][CH:8]=[C:4]([CH:3]=1)[C:5]([NH:16][CH2:15][CH2:14][N:13]([CH2:17][CH3:18])[CH2:11][CH3:12])=[O:7], predict the reactants needed to synthesize it. The reactants are: [Cl:1][C:2]1[CH:3]=[C:4]([CH:8]=[CH:9][N:10]=1)[C:5]([OH:7])=O.[CH2:11]([N:13]([CH2:17][CH3:18])[CH2:14][CH2:15][NH2:16])[CH3:12].C1C=CC2N(O)N=NC=2C=1.CCN=C=NCCCN(C)C.C(N(C(C)C)CC)(C)C. (4) Given the product [N:38]([C:22]1[CH:28]=[CH:29][C:19]([C:16]2[N:17]=[CH:18][N:14]([C:11]3[CH:12]=[CH:13][C:8]([O:7][C:2]([F:30])([F:1])[C:3]([F:4])([F:5])[F:6])=[CH:9][CH:10]=3)[N:15]=2)=[CH:20][CH:21]=1)=[C:39]=[O:40], predict the reactants needed to synthesize it. The reactants are: [F:1][C:2]([F:30])([O:7][C:8]1[CH:13]=[CH:12][C:11]([N:14]2[CH:18]=[N:17][C:16]([C:19]3[CH:29]=[CH:28][C:22](C(N=[N+]=[N-])=O)=[CH:21][CH:20]=3)=[N:15]2)=[CH:10][CH:9]=1)[C:3]([F:6])([F:5])[F:4].C1(C)C=CC=CC=1.[N-:38]=[C:39]=[O:40]. (5) Given the product [Cl:12][C:13]1[CH:14]=[CH:15][C:16]([CH2:21][N:22]2[CH2:23][CH:24]([OH:26])[CH2:25]2)=[C:17]([CH:20]=1)[CH2:18][NH2:19], predict the reactants needed to synthesize it. The reactants are: [H-].[H-].[H-].[H-].[Li+].[Al+3].CCOCC.[Cl:12][C:13]1[CH:14]=[CH:15][C:16]([CH2:21][N:22]2[CH2:25][CH:24]([OH:26])[CH2:23]2)=[C:17]([CH:20]=1)[C:18]#[N:19]. (6) Given the product [CH3:8][S:9]([O:5][CH2:4][CH2:3][C:2]([F:7])([F:6])[F:1])(=[O:11])=[O:10], predict the reactants needed to synthesize it. The reactants are: [F:1][C:2]([F:7])([F:6])[CH2:3][CH2:4][OH:5].[CH3:8][S:9](Cl)(=[O:11])=[O:10]. (7) The reactants are: [O:1]=[C:2]1[C:7]2[CH:8]=[CH:9][C:10]([C:12]([OH:14])=O)=[CH:11][C:6]=2[S:5][C:4]([C:15]2[CH:20]=[CH:19][CH:18]=[CH:17][N:16]=2)=[N:3]1.[CH:21]1([NH2:24])[CH2:23][CH2:22]1. Given the product [CH:21]1([NH:24][C:12]([C:10]2[CH:9]=[CH:8][C:7]3[C:2](=[O:1])[N:3]=[C:4]([C:15]4[CH:20]=[CH:19][CH:18]=[CH:17][N:16]=4)[S:5][C:6]=3[CH:11]=2)=[O:14])[CH2:23][CH2:22]1, predict the reactants needed to synthesize it. (8) The reactants are: [NH:1]1[C:9]2[C:4](=[CH:5][CH:6]=[CH:7][CH:8]=2)[C:3](/[CH:10]=[C:11]2\[O:12][C:13]3[C:20]([CH2:21][N:22]4[CH2:27][CH2:26][N:25]([C:28]([O:30][C:31]([CH3:34])([CH3:33])[CH3:32])=[O:29])[CH2:24][CH2:23]4)=[C:19]([OH:35])[CH:18]=[CH:17][C:14]=3[C:15]\2=[O:16])=[CH:2]1.[H][H]. Given the product [NH:1]1[C:9]2[C:4](=[CH:5][CH:6]=[CH:7][CH:8]=2)[C:3]([CH2:10][CH:11]2[C:15](=[O:16])[C:14]3[CH:17]=[CH:18][C:19]([OH:35])=[C:20]([CH2:21][N:22]4[CH2:27][CH2:26][N:25]([C:28]([O:30][C:31]([CH3:33])([CH3:32])[CH3:34])=[O:29])[CH2:24][CH2:23]4)[C:13]=3[O:12]2)=[CH:2]1, predict the reactants needed to synthesize it.